The task is: Predict which catalyst facilitates the given reaction.. This data is from Catalyst prediction with 721,799 reactions and 888 catalyst types from USPTO. (1) Reactant: C([O:3][C:4]([C@H:6]1[C@H:10]([NH:11][C:12]([O:14][CH2:15][CH2:16][Si:17]([CH3:20])([CH3:19])[CH3:18])=[O:13])[CH2:9][N:8]([C:21]([O:23][C:24]([CH3:27])([CH3:26])[CH3:25])=[O:22])[CH2:7]1)=O)C.[Li+].[BH4-]. Product: [C:24]([O:23][C:21]([N:8]1[CH2:9][C@@H:10]([NH:11][C:12]([O:14][CH2:15][CH2:16][Si:17]([CH3:18])([CH3:20])[CH3:19])=[O:13])[C@H:6]([CH2:4][OH:3])[CH2:7]1)=[O:22])([CH3:27])([CH3:26])[CH3:25]. The catalyst class is: 1. (2) Reactant: [C:1]([O:5][C:6]([N:8]1[CH:13]([CH2:14][O:15][Si](C(C)(C)C)(C)C)[CH2:12][O:11][C@@H:10]([O:23][CH2:24][CH3:25])[CH2:9]1)=[O:7])([CH3:4])([CH3:3])[CH3:2].[F-].C([N+](CCCC)(CCCC)CCCC)CCC. Product: [C:1]([O:5][C:6]([N:8]1[CH:13]([CH2:14][OH:15])[CH2:12][O:11][C@H:10]([O:23][CH2:24][CH3:25])[CH2:9]1)=[O:7])([CH3:4])([CH3:3])[CH3:2]. The catalyst class is: 7. (3) Reactant: [N+:1]([C:4]1[CH:9]=[C:8]([O:10][CH2:11][C:12]2[CH:21]=[CH:20][C:19]3[C:14](=[CH:15][CH:16]=[CH:17][CH:18]=3)[N:13]=2)[CH:7]=[CH:6][C:5]=1[NH:22][CH2:23][C:24]1[CH:31]=[CH:30][C:27]([C:28]#[N:29])=[CH:26][CH:25]=1)([O-])=O.O.O.Cl[Sn]Cl.C([O-])([O-])=O.[Na+].[Na+]. Product: [NH2:1][C:4]1[CH:9]=[C:8]([O:10][CH2:11][C:12]2[CH:21]=[CH:20][C:19]3[C:14](=[CH:15][CH:16]=[CH:17][CH:18]=3)[N:13]=2)[CH:7]=[CH:6][C:5]=1[NH:22][CH2:23][C:24]1[CH:25]=[CH:26][C:27]([C:28]#[N:29])=[CH:30][CH:31]=1. The catalyst class is: 25. (4) Reactant: [Cl:1][C:2]1[CH:7]=[CH:6][C:5]([C:8]2[CH:12]=[C:11]([C:13]([O:15]CC)=[O:14])[S:10][N:9]=2)=[C:4]([O:18][CH3:19])[CH:3]=1.[OH-].[Na+].Cl. Product: [Cl:1][C:2]1[CH:7]=[CH:6][C:5]([C:8]2[CH:12]=[C:11]([C:13]([OH:15])=[O:14])[S:10][N:9]=2)=[C:4]([O:18][CH3:19])[CH:3]=1. The catalyst class is: 8. (5) Reactant: [CH3:1][C:2]1O[C:4](=[O:12])[C:5]2[CH:11]=[CH:10][CH:9]=[N:8][C:6]=2[N:7]=1.[C:13]([C:15]1[CH:21]=[CH:20][C:18]([NH2:19])=[CH:17][CH:16]=1)#[CH:14]. Product: [C:13]([C:15]1[CH:21]=[CH:20][C:18]([N:19]2[C:4](=[O:12])[C:5]3[CH:11]=[CH:10][CH:9]=[N:8][C:6]=3[N:7]=[C:2]2[CH3:1])=[CH:17][CH:16]=1)#[CH:14]. The catalyst class is: 15. (6) Reactant: [C:1]([N:8]1[CH2:12][CH2:11][C@H:10]([N:13]([CH:21]2[CH2:26][CH2:25][C:24]([CH3:28])([CH3:27])[CH2:23][CH2:22]2)[C:14](=[O:20])[C:15]([CH3:19])([CH3:18])[CH:16]=[O:17])[CH2:9]1)([O:3][C:4]([CH3:7])([CH3:6])[CH3:5])=[O:2].[CH3:29][Mg]Br.Cl. Product: [C:1]([N:8]1[CH2:12][CH2:11][CH:10]([N:13]([CH:21]2[CH2:26][CH2:25][C:24]([CH3:28])([CH3:27])[CH2:23][CH2:22]2)[C:14](=[O:20])[C:15]([CH3:19])([CH3:18])[CH:16]([OH:17])[CH3:29])[CH2:9]1)([O:3][C:4]([CH3:5])([CH3:6])[CH3:7])=[O:2]. The catalyst class is: 1.